From a dataset of Forward reaction prediction with 1.9M reactions from USPTO patents (1976-2016). Predict the product of the given reaction. (1) Given the reactants [S:1]([N:11]1[C:15]2[N:16]=[CH:17][C:18]3[N:19]([C:20]([C@@H:23]4[CH2:27][CH2:26][C@H:25]([NH:28]C(=O)OC(C)(C)C)[CH2:24]4)=[N:21][N:22]=3)[C:14]=2[CH:13]=[CH:12]1)([C:4]1[CH:10]=[CH:9][C:7]([CH3:8])=[CH:6][CH:5]=1)(=[O:3])=[O:2].[ClH:36], predict the reaction product. The product is: [ClH:36].[S:1]([N:11]1[C:15]2[N:16]=[CH:17][C:18]3[N:19]([C:20]([C@@H:23]4[CH2:27][CH2:26][C@H:25]([NH2:28])[CH2:24]4)=[N:21][N:22]=3)[C:14]=2[CH:13]=[CH:12]1)([C:4]1[CH:10]=[CH:9][C:7]([CH3:8])=[CH:6][CH:5]=1)(=[O:3])=[O:2]. (2) Given the reactants [C-:1]#[N:2].[K+].[NH:4]1[CH2:8][CH2:7][CH2:6][CH2:5]1.[O:9]1[C:13]2([CH2:18][CH2:17][CH:16]([CH:19]=O)[CH2:15][CH2:14]2)[O:12][CH2:11][CH2:10]1.C(OCC)(=O)C, predict the reaction product. The product is: [N:4]1([CH:19]([CH:16]2[CH2:15][CH2:14][C:13]3([O:9][CH2:10][CH2:11][O:12]3)[CH2:18][CH2:17]2)[C:1]#[N:2])[CH2:8][CH2:7][CH2:6][CH2:5]1.